From a dataset of Full USPTO retrosynthesis dataset with 1.9M reactions from patents (1976-2016). Predict the reactants needed to synthesize the given product. (1) Given the product [NH2:22][C:23]1[S:24][CH:25]=[C:26]2[C:31]=1[C:30](=[O:32])[N:29]([C:33]1[CH:34]=[CH:35][C:36]([F:39])=[CH:37][CH:38]=1)[N:28]=[C:27]2[C:40]([OH:42])=[O:41], predict the reactants needed to synthesize it. The reactants are: NC1SC=C2C=1C(=O)N(C1C=CC(Cl)=CC=1)N=C2C(O)=O.[NH2:22][C:23]1[S:24][CH:25]=[C:26]2[C:31]=1[C:30](=[O:32])[N:29]([C:33]1[CH:38]=[CH:37][C:36]([F:39])=[CH:35][CH:34]=1)[N:28]=[C:27]2[C:40]([O:42]CC)=[O:41]. (2) Given the product [CH3:37][S:38]([O:1][CH2:2][CH2:3][NH:4][S:5]([C:8]1[CH:13]=[CH:12][C:11]([C:14]2[C:15]3[C:16]4[CH2:29][CH2:28][CH2:27][C:17]=4[C:18](=[O:26])[NH:19][C:20]=3[CH:21]=[CH:22][C:23]=2[O:24][CH3:25])=[CH:10][CH:9]=1)(=[O:7])=[O:6])(=[O:40])=[O:39], predict the reactants needed to synthesize it. The reactants are: [OH:1][CH2:2][CH2:3][NH:4][S:5]([C:8]1[CH:13]=[CH:12][C:11]([C:14]2[C:15]3[C:16]4[CH2:29][CH2:28][CH2:27][C:17]=4[C:18](=[O:26])[NH:19][C:20]=3[CH:21]=[CH:22][C:23]=2[O:24][CH3:25])=[CH:10][CH:9]=1)(=[O:7])=[O:6].C(N(CC)CC)C.[CH3:37][S:38](Cl)(=[O:40])=[O:39]. (3) Given the product [F:1][C:2]1[CH:3]=[CH:4][C:5]([C:8]2[N:12]=[N:11][N:10]([CH3:13])[C:9]=2[C:14]#[C:15][C:16]2[CH:24]=[CH:23][C:19]([C:20]([NH:25][CH:26]3[CH2:31][CH2:30][O:29][CH2:28][CH2:27]3)=[O:22])=[CH:18][N:17]=2)=[CH:6][CH:7]=1, predict the reactants needed to synthesize it. The reactants are: [F:1][C:2]1[CH:7]=[CH:6][C:5]([C:8]2[N:12]=[N:11][N:10]([CH3:13])[C:9]=2[C:14]#[C:15][C:16]2[CH:24]=[CH:23][C:19]([C:20]([OH:22])=O)=[CH:18][N:17]=2)=[CH:4][CH:3]=1.[NH2:25][CH:26]1[CH2:31][CH2:30][O:29][CH2:28][CH2:27]1. (4) Given the product [CH2:32]([N:39]([CH2:18][C@H:17]([OH:19])[CH2:16][O:15][C:12]1[CH:13]=[CH:14][C:9]([O:8][CH2:1][C:2]2[CH:3]=[CH:4][CH:5]=[CH:6][CH:7]=2)=[C:10]([NH:20][S:21]([CH3:24])(=[O:22])=[O:23])[CH:11]=1)[C@H:40]1[CH2:41][CH2:42][C@H:43]([C:46]2[CH:47]=[CH:48][C:49]([C:50]([O:52][CH2:53][CH3:54])=[O:51])=[CH:55][CH:56]=2)[CH2:44][CH2:45]1)[C:33]1[CH:34]=[CH:35][CH:36]=[CH:37][CH:38]=1, predict the reactants needed to synthesize it. The reactants are: [CH2:1]([O:8][C:9]1[CH:14]=[CH:13][C:12]([O:15][CH2:16][C@H:17]2[O:19][CH2:18]2)=[CH:11][C:10]=1[N:20](C(OC(C)(C)C)=O)[S:21]([CH3:24])(=[O:23])=[O:22])[C:2]1[CH:7]=[CH:6][CH:5]=[CH:4][CH:3]=1.[CH2:32]([NH:39][C@H:40]1[CH2:45][CH2:44][C@H:43]([C:46]2[CH:56]=[CH:55][C:49]([C:50]([O:52][CH2:53][CH3:54])=[O:51])=[CH:48][CH:47]=2)[CH2:42][CH2:41]1)[C:33]1[CH:38]=[CH:37][CH:36]=[CH:35][CH:34]=1.Cl. (5) Given the product [Cl:1][C:2]1[CH:7]=[CH:6][N:5]=[C:4]([CH2:8][NH:9][C:10]2[O:11][C:12]3[C:18]([O:19][CH3:20])=[CH:17][C:16]([C:21]([N:27]4[CH2:28][CH2:29][O:30][C:25]([CH2:31][CH:32]([OH:34])[CH3:33])([CH3:24])[CH2:26]4)=[O:23])=[CH:15][C:13]=3[N:14]=2)[CH:3]=1, predict the reactants needed to synthesize it. The reactants are: [Cl:1][C:2]1[CH:7]=[CH:6][N:5]=[C:4]([CH2:8][NH:9][C:10]2[O:11][C:12]3[C:18]([O:19][CH3:20])=[CH:17][C:16]([C:21]([OH:23])=O)=[CH:15][C:13]=3[N:14]=2)[CH:3]=1.[CH3:24][C:25]1([CH2:31][CH:32]([OH:34])[CH3:33])[O:30][CH2:29][CH2:28][NH:27][CH2:26]1.C(N(CC)C(C)C)(C)C.CN(C(ON1N=NC2C=CC=NC1=2)=[N+](C)C)C.F[P-](F)(F)(F)(F)F. (6) Given the product [NH2:2][CH2:1][C:3]([C:4]1[CH:5]=[CH:6][C:7]([NH:10][C:11](=[O:22])[C:12]2[CH:17]=[CH:16][C:15]([O:18][CH3:19])=[C:14]([O:20][CH3:21])[CH:13]=2)=[CH:8][CH:9]=1)([CH3:24])[CH3:23], predict the reactants needed to synthesize it. The reactants are: [C:1]([C:3]([CH3:24])([CH3:23])[C:4]1[CH:9]=[CH:8][C:7]([NH:10][C:11](=[O:22])[C:12]2[CH:17]=[CH:16][C:15]([O:18][CH3:19])=[C:14]([O:20][CH3:21])[CH:13]=2)=[CH:6][CH:5]=1)#[N:2]. (7) The reactants are: [CH2:1]([O:4][C:5]1[CH:6]=[CH:7][C:8]([N+:22]([O-])=O)=[C:9]([C:11]([C:13]2[CH:18]=[CH:17][C:16]([CH:19]([CH3:21])[CH3:20])=[CH:15][CH:14]=2)=[O:12])[CH:10]=1)[CH:2]=[CH2:3]. Given the product [CH2:1]([O:4][C:5]1[CH:6]=[CH:7][C:8]([NH2:22])=[C:9]([C:11]([C:13]2[CH:14]=[CH:15][C:16]([CH:19]([CH3:20])[CH3:21])=[CH:17][CH:18]=2)=[O:12])[CH:10]=1)[CH:2]=[CH2:3], predict the reactants needed to synthesize it. (8) Given the product [N+:1]([C:4]1[C:5]([CH2:14][NH2:15])=[CH:6][CH:7]=[C:8]2[C:13]=1[N:12]=[CH:11][CH:10]=[CH:9]2)([O-:3])=[O:2].[ClH:22], predict the reactants needed to synthesize it. The reactants are: [N+:1]([C:4]1[C:5]([CH2:14][NH:15]S(C(C)(C)C)=O)=[CH:6][CH:7]=[C:8]2[C:13]=1[N:12]=[CH:11][CH:10]=[CH:9]2)([O-:3])=[O:2].[ClH:22].O1CCOCC1.